Dataset: Forward reaction prediction with 1.9M reactions from USPTO patents (1976-2016). Task: Predict the product of the given reaction. (1) The product is: [N:1]1([C:6]2[CH:25]=[CH:24][C:9]([CH2:10][C:11]3[C:12]([O:27][CH3:26])=[N:13][C:14]4[C:19]([C:20]=3[Cl:21])=[CH:18][C:17]([I:22])=[CH:16][CH:15]=4)=[CH:8][CH:7]=2)[CH:5]=[CH:4][N:3]=[CH:2]1. Given the reactants [N:1]1([C:6]2[CH:25]=[CH:24][C:9]([CH2:10][C:11]3[C:12](Cl)=[N:13][C:14]4[C:19]([C:20]=3[Cl:21])=[CH:18][C:17]([I:22])=[CH:16][CH:15]=4)=[CH:8][CH:7]=2)[CH:5]=[CH:4][N:3]=[CH:2]1.[CH3:26][O-:27].[Na+].ClCCl, predict the reaction product. (2) Given the reactants C(OC([N:8]([CH2:13][C:14]1[CH:21]=[CH:20][C:17]([CH2:18][NH2:19])=[CH:16][CH:15]=1)[CH2:9][CH:10]([CH3:12])[CH3:11])=O)(C)(C)C.B.CSC.C(OC(N(CC1C=CC(C#N)=CC=1)CC(C)C)=O)(C)(C)C.OS([O-])(=O)=O.[K+].[OH-].[Na+], predict the reaction product. The product is: [CH2:9]([NH:8][CH2:13][C:14]1[CH:21]=[CH:20][C:17]([C:18]#[N:19])=[CH:16][CH:15]=1)[CH:10]([CH3:12])[CH3:11]. (3) Given the reactants [CH3:1][N:2]1[CH:6]=[C:5]([S:7]([NH2:10])(=[O:9])=[O:8])[N:4]=[C:3]1[CH3:11].C1(P(C2CCCCC2)C2C=CC=CC=2C2C(C(C)C)=CC(C(C)C)=CC=2C(C)C)CCCCC1.C(=O)([O-])[O-].[Cs+].[Cs+].[CH2:52]([O:54][C:55](=[O:76])[C@H:56]([O:58][C:59]1[CH:64]=[C:63](Cl)[N:62]=[C:61]([S:66][CH2:67][C:68]2[CH:73]=[CH:72][CH:71]=[C:70]([F:74])[C:69]=2[F:75])[N:60]=1)[CH3:57])[CH3:53], predict the reaction product. The product is: [F:75][C:69]1[C:70]([F:74])=[CH:71][CH:72]=[CH:73][C:68]=1[CH2:67][S:66][C:61]1[N:60]=[C:59]([O:58][C@@H:56]([CH3:57])[C:55]([O:54][CH2:52][CH3:53])=[O:76])[CH:64]=[C:63]([NH:10][S:7]([C:5]2[N:4]=[C:3]([CH3:11])[N:2]([CH3:1])[CH:6]=2)(=[O:9])=[O:8])[N:62]=1. (4) Given the reactants [OH:1][C@H:2]([C@@H:4]([N:7]1[C:11](=[O:12])[N:10]([C:13]2[CH:18]=[CH:17][C:16]([CH2:19][CH2:20][C:21]([O:23]CC)=[O:22])=[CH:15][CH:14]=2)[CH:9]=[N:8]1)[CH2:5][CH3:6])[CH3:3].[Li+].[OH-].O, predict the reaction product. The product is: [OH:1][C@H:2]([C@@H:4]([N:7]1[C:11](=[O:12])[N:10]([C:13]2[CH:14]=[CH:15][C:16]([CH2:19][CH2:20][C:21]([OH:23])=[O:22])=[CH:17][CH:18]=2)[CH:9]=[N:8]1)[CH2:5][CH3:6])[CH3:3].